This data is from Full USPTO retrosynthesis dataset with 1.9M reactions from patents (1976-2016). The task is: Predict the reactants needed to synthesize the given product. (1) Given the product [C:18]1([S:15]([CH:14]2[CH:10]([C:5]3[CH:6]=[CH:7][CH:8]=[CH:9][N:4]=3)[O:11][CH:13]=[N:12]2)(=[O:16])=[O:17])[CH:19]=[CH:20][CH:21]=[CH:22][CH:23]=1, predict the reactants needed to synthesize it. The reactants are: [C-]#N.[K+].[N:4]1[CH:9]=[CH:8][CH:7]=[CH:6][C:5]=1[CH:10]=[O:11].[N+:12]([CH2:14][S:15]([C:18]1[CH:23]=[CH:22][C:21](C)=[CH:20][CH:19]=1)(=[O:17])=[O:16])#[C-:13]. (2) Given the product [CH3:60][O:61][C:62]([C:63]1[S:8][C:7]([C:6]2[CH:5]=[N:4][C:3]([C:2]([F:1])([F:12])[F:13])=[CH:11][CH:10]=2)=[N:9][C:64]=1[CH2:65][O:66][CH3:67])=[O:70], predict the reactants needed to synthesize it. The reactants are: [F:1][C:2]([F:13])([F:12])[C:3]1[CH:11]=[CH:10][C:6]([C:7]([NH2:9])=[S:8])=[CH:5][N:4]=1.FC(F)(F)C1C=CC(C(O)=O)=CN=1.ClCC1OC(C2(C)CCCCC2)=NC=1C.ClCC1SC(C2CCC(F)(F)CC2)=NC=1COC.[CH3:60][O:61][C:62](=[O:70])[CH:63](Cl)[C:64](=O)[CH2:65][O:66][CH3:67]. (3) The reactants are: C[Si](Cl)(C)C.Br[CH2:7][C:8]([O:10][CH2:11][CH3:12])=[O:9].Br[C:14]1[CH:23]=[CH:22][C:21]2[C:16](=[CH:17][CH:18]=[CH:19][CH:20]=2)[N:15]=1.C(OCC)(=O)C. Given the product [CH2:11]([O:10][C:8](=[O:9])[CH2:7][C:14]1[CH:23]=[CH:22][C:21]2[C:16](=[CH:17][CH:18]=[CH:19][CH:20]=2)[N:15]=1)[CH3:12], predict the reactants needed to synthesize it. (4) Given the product [NH:8]1[CH2:11][CH:10]([NH:12][C:13]([CH3:15])([CH3:14])[C:16]([NH2:17])=[O:18])[CH2:9]1, predict the reactants needed to synthesize it. The reactants are: C(OC([N:8]1[CH2:11][CH:10]([NH:12][C:13]([C:16](=[O:18])[NH2:17])([CH3:15])[CH3:14])[CH2:9]1)=O)(C)(C)C.C(O)(C(F)(F)F)=O. (5) Given the product [F:1][C:2]1[CH:3]=[CH:4][C:5]([O:12][CH3:13])=[C:6]([C:8]2[N:9]=[C:22]([C:20]3[CH:19]=[CH:18][C:17]([C:25]4[CH:30]=[CH:29][CH:28]=[CH:27][C:26]=4[CH3:31])=[C:16]([CH2:15][OH:14])[CH:21]=3)[O:11][N:10]=2)[CH:7]=1, predict the reactants needed to synthesize it. The reactants are: [F:1][C:2]1[CH:3]=[CH:4][C:5]([O:12][CH3:13])=[C:6]([C:8](=[N:10][OH:11])[NH2:9])[CH:7]=1.[OH:14][CH2:15][C:16]1[CH:21]=[C:20]([C:22](O)=O)[CH:19]=[CH:18][C:17]=1[C:25]1[CH:30]=[CH:29][CH:28]=[CH:27][C:26]=1[CH3:31].Cl.C(N=C=NCCCN(C)C)C.CCN(C(C)C)C(C)C. (6) Given the product [CH2:41]([C:23]1[CH:24]=[C:25]([C:36]2[N:37]=[CH:38][O:39][CH:40]=2)[C:26]([OH:28])=[CH:27][C:22]=1[O:21][CH2:20][CH2:19][CH2:18][O:17][C:13]1[C:12]([CH2:43][CH2:44][CH3:45])=[C:11]([CH:16]=[CH:15][CH:14]=1)[O:10][C:5]1[CH:6]=[CH:7][CH:8]=[CH:9][C:4]=1[C:3]([OH:46])=[O:2])[CH3:42], predict the reactants needed to synthesize it. The reactants are: C[O:2][C:3](=[O:46])[C:4]1[CH:9]=[CH:8][CH:7]=[CH:6][C:5]=1[O:10][C:11]1[CH:16]=[CH:15][CH:14]=[C:13]([O:17][CH2:18][CH2:19][CH2:20][O:21][C:22]2[CH:27]=[C:26]([O:28]CC3C=CC=CC=3)[C:25]([C:36]3[N:37]=[CH:38][O:39][CH:40]=3)=[CH:24][C:23]=2[CH2:41][CH3:42])[C:12]=1[CH2:43][CH2:44][CH3:45].B(F)(F)F.CCOCC.CCOCC. (7) Given the product [Br:19][CH2:20][CH2:21][CH2:22][CH2:23][CH2:24][N:10]1[C:9](=[O:18])[C:8]2[CH:3]=[CH:4][CH:5]=[CH:6][C:7]=2[O:13][C:12]2[CH:14]=[CH:15][CH:16]=[CH:17][C:11]1=2, predict the reactants needed to synthesize it. The reactants are: [H-].[Na+].[CH:3]1[C:8]2[C:9](=[O:18])[NH:10][C:11]3[CH:17]=[CH:16][CH:15]=[CH:14][C:12]=3[O:13][C:7]=2[CH:6]=[CH:5][CH:4]=1.[Br:19][CH2:20][CH2:21][CH2:22][CH2:23][CH:24](Br)C. (8) Given the product [CH:1]1([C:7]2[CH:8]=[CH:9][C:10]([S:13]([NH:16][C:17]3[CH:21]=[CH:20][S:19][C:18]=3[C:22]([OH:24])=[O:23])(=[O:15])=[O:14])=[CH:11][CH:12]=2)[CH2:2][CH2:3][CH2:4][CH2:5][CH2:6]1, predict the reactants needed to synthesize it. The reactants are: [CH:1]1([C:7]2[CH:12]=[CH:11][C:10]([S:13]([NH:16][C:17]3[CH:21]=[CH:20][S:19][C:18]=3[C:22]([O:24]C)=[O:23])(=[O:15])=[O:14])=[CH:9][CH:8]=2)[CH2:6][CH2:5][CH2:4][CH2:3][CH2:2]1.[OH-].[Na+]. (9) The reactants are: [NH2:1][C:2]1[C:7]([NH:8][C:9](=O)[CH2:10][CH2:11][C:12]2[CH:17]=[C:16]([CH3:18])[CH:15]=[C:14]([NH2:19])[N:13]=2)=[CH:6][C:5]([C:21]2[CH:26]=[CH:25][C:24]([Cl:27])=[CH:23][CH:22]=2)=[CH:4][N:3]=1. Given the product [NH2:19][C:14]1[CH:15]=[C:16]([CH3:18])[CH:17]=[C:12]([CH2:11][CH2:10][C:9]2[NH:1][C:2]3=[N:3][CH:4]=[C:5]([C:21]4[CH:26]=[CH:25][C:24]([Cl:27])=[CH:23][CH:22]=4)[CH:6]=[C:7]3[N:8]=2)[N:13]=1, predict the reactants needed to synthesize it. (10) The reactants are: [C:1]([O:4][CH2:5][CH:6]([N:9]=[N+:10]=[N-:11])[CH2:7][OH:8])(=[O:3])[CH3:2].[C:12]([N:15]1[CH:19]=[CH:18][N:17]=[C:16]1[N+:20]([O-:22])=[O:21])#[C:13][CH3:14]. Given the product [C:1]([O:4][CH2:5][CH:6]([N:9]1[CH:14]=[C:13]([CH2:12][N:15]2[CH:19]=[CH:18][N:17]=[C:16]2[N+:20]([O-:22])=[O:21])[N:11]=[N:10]1)[CH2:7][OH:8])(=[O:3])[CH3:2], predict the reactants needed to synthesize it.